From a dataset of Forward reaction prediction with 1.9M reactions from USPTO patents (1976-2016). Predict the product of the given reaction. (1) Given the reactants [N:1]1[C:6]2[CH:7]=[CH:8][NH:9][C:5]=2[C:4](=O)[NH:3][CH:2]=1.P(Cl)(Cl)([Cl:13])=O, predict the reaction product. The product is: [Cl:13][C:4]1[C:5]2[NH:9][CH:8]=[CH:7][C:6]=2[N:1]=[CH:2][N:3]=1. (2) Given the reactants [C:1]1([S:7]([CH2:10][C:11]2[C:16]([C:17]([O:19]C)=[O:18])=[C:15]([O:21][CH2:22][CH2:23][N:24]([CH3:26])[CH3:25])[C:14]([C:27]3[CH:31]=[CH:30][O:29][CH:28]=3)=[CH:13][CH:12]=2)(=[O:9])=[O:8])[CH:6]=[CH:5][CH:4]=[CH:3][CH:2]=1.[ClH:32], predict the reaction product. The product is: [ClH:32].[C:1]1([S:7]([CH2:10][C:11]2[C:16]([C:17]([OH:19])=[O:18])=[C:15]([O:21][CH2:22][CH2:23][N:24]([CH3:26])[CH3:25])[C:14]([C:27]3[CH:31]=[CH:30][O:29][CH:28]=3)=[CH:13][CH:12]=2)(=[O:8])=[O:9])[CH:6]=[CH:5][CH:4]=[CH:3][CH:2]=1. (3) The product is: [Br:7][C:8]1[CH:9]=[C:10]([S:14]([NH:1][C:2]([CH3:6])([CH3:5])[CH2:3][OH:4])(=[O:16])=[O:15])[CH:11]=[CH:12][CH:13]=1. Given the reactants [NH2:1][C:2]([CH3:6])([CH3:5])[CH2:3][OH:4].[Br:7][C:8]1[CH:9]=[C:10]([S:14](Cl)(=[O:16])=[O:15])[CH:11]=[CH:12][CH:13]=1.Cl, predict the reaction product. (4) Given the reactants O.[OH-].[Ba+2].[OH-].C(O)C.[CH:8]1[C:17]2[C:12](=[CH:13][CH:14]=[CH:15][CH:16]=2)[CH:11]=[CH:10][C:9]=1[O:18][CH2:19][CH2:20][NH:21]C(=O)C, predict the reaction product. The product is: [CH:8]1[C:17]2[C:12](=[CH:13][CH:14]=[CH:15][CH:16]=2)[CH:11]=[CH:10][C:9]=1[O:18][CH2:19][CH2:20][NH2:21]. (5) Given the reactants [NH:1]1[CH:5]=[CH:4][N:3]=[C:2]1[C:6]1[CH:11]=[CH:10][CH:9]=[CH:8][N:7]=1.I[C:13]1[CH:18]=[CH:17][CH:16]=[CH:15][CH:14]=1.C([O-])([O-])=O.[Cs+].[Cs+], predict the reaction product. The product is: [C:13]1([N:1]2[CH:5]=[CH:4][N:3]=[C:2]2[C:6]2[CH:11]=[CH:10][CH:9]=[CH:8][N:7]=2)[CH:18]=[CH:17][CH:16]=[CH:15][CH:14]=1.